This data is from Catalyst prediction with 721,799 reactions and 888 catalyst types from USPTO. The task is: Predict which catalyst facilitates the given reaction. Reactant: [CH3:1][C:2]1[CH:7]=[CH:6][C:5]([C:8]2[CH:13]=[CH:12][CH:11]=[CH:10][C:9]=2[C:14]2[N:18]([C:19]([C:32]3[CH:37]=[CH:36][CH:35]=[CH:34][CH:33]=3)([C:26]3[CH:31]=[CH:30][CH:29]=[CH:28][CH:27]=3)[C:20]3[CH:25]=[CH:24][CH:23]=[CH:22][CH:21]=3)[N:17]=[N:16][N:15]=2)=[CH:4][CH:3]=1.[Br:38]N1C(=O)CCC1=O.C(OOC(=O)C1C=CC=CC=1)(=O)C1C=CC=CC=1. Product: [Br:38][CH2:1][C:2]1[CH:3]=[CH:4][C:5]([C:8]2[CH:13]=[CH:12][CH:11]=[CH:10][C:9]=2[C:14]2[N:18]([C:19]([C:32]3[CH:37]=[CH:36][CH:35]=[CH:34][CH:33]=3)([C:26]3[CH:27]=[CH:28][CH:29]=[CH:30][CH:31]=3)[C:20]3[CH:25]=[CH:24][CH:23]=[CH:22][CH:21]=3)[N:17]=[N:16][N:15]=2)=[CH:6][CH:7]=1. The catalyst class is: 53.